The task is: Predict the reactants needed to synthesize the given product.. This data is from Full USPTO retrosynthesis dataset with 1.9M reactions from patents (1976-2016). (1) Given the product [O:7]([C:19]1[C:20]([F:21])=[C:15]([F:14])[N:16]=[CH:17][N:18]=1)[C:1]1[CH:6]=[CH:5][CH:4]=[CH:3][CH:2]=1, predict the reactants needed to synthesize it. The reactants are: [C:1]1([OH:7])[CH:6]=[CH:5][CH:4]=[CH:3][CH:2]=1.CC(C)([O-])C.[K+].[F:14][C:15]1[C:20]([F:21])=[C:19](F)[N:18]=[CH:17][N:16]=1. (2) Given the product [CH2:15]([O:17][CH2:18][C:19](=[O:20])[CH:12]([C:9]1[CH:10]=[CH:11][C:6]([CH3:5])=[CH:7][CH:8]=1)[C:13]#[N:14])[CH3:16], predict the reactants needed to synthesize it. The reactants are: [O-]CC.[Na+].[CH3:5][C:6]1[CH:11]=[CH:10][C:9]([CH2:12][C:13]#[N:14])=[CH:8][CH:7]=1.[CH2:15]([O:17][CH2:18][C:19](OCC)=[O:20])[CH3:16]. (3) Given the product [F:28][C:2]([F:1])([F:29])[C:3]1[CH:4]=[CH:5][C:6]2[O:10][C:9]([N:11]3[CH2:16][CH2:15][CH2:14][CH2:13][C@H:12]3[C:17]([OH:19])=[O:18])=[N:8][C:7]=2[CH:27]=1, predict the reactants needed to synthesize it. The reactants are: [F:1][C:2]([F:29])([F:28])[C:3]1[CH:4]=[CH:5][C:6]2[O:10][C:9]([N:11]3[CH2:16][CH2:15][CH2:14][CH2:13][C@H:12]3[C:17]([O:19]CC3C=CC=CC=3)=[O:18])=[N:8][C:7]=2[CH:27]=1.[OH-].[Li+]. (4) Given the product [C:1]([O:5][C:6](=[O:9])[CH2:7][CH2:8][O:10][CH2:11][CH2:12][O:13][CH2:14][CH2:15][O:16][CH2:17][CH2:18][OH:19])([CH3:4])([CH3:3])[CH3:2], predict the reactants needed to synthesize it. The reactants are: [C:1]([O:5][C:6](=[O:9])[CH:7]=[CH2:8])([CH3:4])([CH3:3])[CH3:2].[OH:10][CH2:11][CH2:12][O:13][CH2:14][CH2:15][O:16][CH2:17][CH2:18][OH:19]. (5) Given the product [F:1][C:2]1[CH:3]=[CH:4][C:5]([CH:22]2[C:35]([C:36]([O:38][CH2:39][CH3:40])=[O:37])=[C:34]([CH3:41])[NH:31][C:30]([C:26]3[S:25][CH:29]=[CH:28][N:27]=3)=[N:32]2)=[C:6]([C:8]2[CH:13]=[C:12]([C:14]([F:15])([F:16])[F:17])[CH:11]=[C:10]([C:18]([F:21])([F:20])[F:19])[CH:9]=2)[CH:7]=1, predict the reactants needed to synthesize it. The reactants are: [F:1][C:2]1[CH:7]=[C:6]([C:8]2[CH:13]=[C:12]([C:14]([F:17])([F:16])[F:15])[CH:11]=[C:10]([C:18]([F:21])([F:20])[F:19])[CH:9]=2)[C:5]([CH:22]=O)=[CH:4][CH:3]=1.Cl.[S:25]1[CH:29]=[CH:28][N:27]=[C:26]1[C:30](=[NH:32])[NH2:31].O=[C:34]([CH3:41])[CH2:35][C:36]([O:38][CH2:39][CH3:40])=[O:37]. (6) Given the product [Cl:32][C:27]1[CH:26]=[C:25]([CH:20]2[C:19]3[CH:33]=[CH:34][CH:35]=[CH:36][C:18]=3[C:17]3[N:16]=[C:15]([NH:14][C:11]4[CH:10]=[CH:9][C:8]([CH2:7][CH2:6][N:37]5[CH2:42][CH2:41][O:40][CH2:39][CH2:38]5)=[CH:13][CH:12]=4)[N:24]=[CH:23][C:22]=3[CH2:21]2)[CH:30]=[CH:29][C:28]=1[Cl:31], predict the reactants needed to synthesize it. The reactants are: CS(O[CH2:6][CH2:7][C:8]1[CH:13]=[CH:12][C:11]([NH:14][C:15]2[N:24]=[CH:23][C:22]3[CH2:21][CH:20]([C:25]4[CH:30]=[CH:29][C:28]([Cl:31])=[C:27]([Cl:32])[CH:26]=4)[C:19]4[CH:33]=[CH:34][CH:35]=[CH:36][C:18]=4[C:17]=3[N:16]=2)=[CH:10][CH:9]=1)(=O)=O.[NH:37]1[CH2:42][CH2:41][O:40][CH2:39][CH2:38]1. (7) Given the product [CH2:5]([N:12]([CH2:25][C:26]1[CH:31]=[CH:30][C:29]([C:32]2[CH:37]=[CH:36][C:35]([OH:38])=[C:34]([Br:40])[CH:33]=2)=[CH:28][CH:27]=1)[C:13]([C:15]1[C:23]2[C:18](=[CH:19][CH:20]=[CH:21][CH:22]=2)[N:17]([CH3:24])[CH:16]=1)=[O:14])[C:6]1[CH:7]=[CH:8][CH:9]=[CH:10][CH:11]=1, predict the reactants needed to synthesize it. The reactants are: B(Br)(Br)Br.[CH2:5]([N:12]([CH2:25][C:26]1[CH:31]=[CH:30][C:29]([C:32]2[CH:37]=[CH:36][C:35]([O:38]C)=[C:34]([Br:40])[CH:33]=2)=[CH:28][CH:27]=1)[C:13]([C:15]1[C:23]2[C:18](=[CH:19][CH:20]=[CH:21][CH:22]=2)[N:17]([CH3:24])[CH:16]=1)=[O:14])[C:6]1[CH:11]=[CH:10][CH:9]=[CH:8][CH:7]=1.C(=O)=O.CC(C)=O.O.